This data is from Forward reaction prediction with 1.9M reactions from USPTO patents (1976-2016). The task is: Predict the product of the given reaction. (1) Given the reactants [CH3:1][O:2][C:3](=[O:20])[C:4]1[CH:9]=[CH:8][C:7]([CH2:10][NH:11][C:12]2[N:17]=[C:16]([Cl:18])[N:15]=[C:14](Cl)[N:13]=2)=[CH:6][CH:5]=1.CCN(C(C)C)C(C)C.[NH2:30][CH:31]1[CH2:39][C:38]2[C:33](=[CH:34][CH:35]=[CH:36][CH:37]=2)[CH2:32]1.Cl.[NH4+].[Cl-], predict the reaction product. The product is: [Cl:18][C:16]1[N:15]=[C:14]([NH:30][CH:31]2[CH2:39][C:38]3[C:33](=[CH:34][CH:35]=[CH:36][CH:37]=3)[CH2:32]2)[N:13]=[C:12]([NH:11][CH2:10][C:7]2[CH:6]=[CH:5][C:4]([C:3]([O:2][CH3:1])=[O:20])=[CH:9][CH:8]=2)[N:17]=1. (2) Given the reactants [CH2:1]([NH2:5])[CH2:2][CH:3]=[CH2:4].Br[CH2:7][CH2:8][CH:9]=[CH2:10].C(N(CC)CC)C.[C:18]([O:22][C:23](O[C:23]([O:22][C:18]([CH3:21])([CH3:20])[CH3:19])=[O:24])=[O:24])([CH3:21])([CH3:20])[CH3:19], predict the reaction product. The product is: [C:18]([O:22][C:23](=[O:24])[N:5]([CH2:7][CH2:8][CH:9]=[CH2:10])[CH2:1][CH2:2][CH:3]=[CH2:4])([CH3:21])([CH3:20])[CH3:19]. (3) Given the reactants Cl.[C:2](=[O:14])([O:12][CH3:13])[O:3][C:4]1[CH:9]=[CH:8][C:7]([F:10])=[C:6]([NH2:11])[CH:5]=1.[CH3:15][N:16]1[C:20]([C:21](Cl)=[O:22])=[CH:19][C:18]([CH3:24])=[N:17]1, predict the reaction product. The product is: [C:2](=[O:14])([O:12][CH3:13])[O:3][C:4]1[CH:9]=[CH:8][C:7]([F:10])=[C:6]([NH:11][C:21]([C:20]2[N:16]([CH3:15])[N:17]=[C:18]([CH3:24])[CH:19]=2)=[O:22])[CH:5]=1. (4) Given the reactants [Cl:1][C:2]1[CH:7]=[C:6]([F:8])[CH:5]=[CH:4][C:3]=1[N:9]1[CH2:14][CH2:13][N:12](C(C2C=CC=C(C(F)(F)F)C=2Cl)=O)[CH2:11][C:10]1=[O:28].[Cl:29][C:30]1[C:38]([F:39])=[CH:37][CH:36]=[C:35]([F:40])[C:31]=1[C:32]([OH:34])=O, predict the reaction product. The product is: [Cl:29][C:30]1[C:38]([F:39])=[CH:37][CH:36]=[C:35]([F:40])[C:31]=1[C:32]([N:12]1[CH2:13][CH2:14][N:9]([C:3]2[CH:4]=[CH:5][C:6]([F:8])=[CH:7][C:2]=2[Cl:1])[C:10](=[O:28])[CH2:11]1)=[O:34]. (5) The product is: [CH:35]1([CH2:34][N:32]([CH3:33])[C:30]([C:26]2[CH:25]=[C:24]([C:20]3[N:19]=[C:18]([N:11]([C:12]4[CH:17]=[CH:16][CH:15]=[CH:14][CH:13]=4)[CH2:41][C:40]#[CH:39])[N:23]=[CH:22][N:21]=3)[CH:29]=[CH:28][N:27]=2)=[O:31])[CH2:37][CH2:36]1. Given the reactants C[Si](C)(C)N[Si](C)(C)C.[Li].[NH:11]([C:18]1[N:23]=[CH:22][N:21]=[C:20]([C:24]2[CH:29]=[CH:28][N:27]=[C:26]([C:30]([N:32]([CH2:34][CH:35]3[CH2:37][CH2:36]3)[CH3:33])=[O:31])[CH:25]=2)[N:19]=1)[C:12]1[CH:17]=[CH:16][CH:15]=[CH:14][CH:13]=1.Br[CH2:39][C:40]#[CH:41].O, predict the reaction product. (6) Given the reactants [C:1](=O)([O-])[O-].[Cs+].[Cs+].[C:7]([O:11][C:12]([N:14]1[CH2:19][CH2:18][C:17]2[NH:20][C:21]([C:24]3[CH:29]=[CH:28][N:27]=[C:26]([NH2:30])[N:25]=3)=[C:22]([I:23])[C:16]=2[C:15]1=[O:31])=[O:13])([CH3:10])([CH3:9])[CH3:8].CI.O, predict the reaction product. The product is: [C:7]([O:11][C:12]([N:14]1[CH2:19][CH2:18][C:17]2[N:20]([CH3:1])[C:21]([C:24]3[CH:29]=[CH:28][N:27]=[C:26]([NH2:30])[N:25]=3)=[C:22]([I:23])[C:16]=2[C:15]1=[O:31])=[O:13])([CH3:10])([CH3:8])[CH3:9]. (7) Given the reactants [Si]([O:8][C@@H:9]1[C@@H:14]([CH3:15])[CH2:13][N:12]([C:16]2[CH:21]=[CH:20][N:19]=[CH:18][C:17]=2[NH:22][C:23]([C:25]2[N:30]=[C:29]3[N:31]([CH:34]4[CH2:37][CH2:36][CH2:35]4)[CH:32]=[CH:33][C:28]3=[CH:27][CH:26]=2)=[O:24])[CH2:11][C@H:10]1[NH:38]C(=O)OC(C)(C)C)(C(C)(C)C)(C)C.Cl.O1CCOCC1.N, predict the reaction product. The product is: [NH2:38][C@H:10]1[C@H:9]([OH:8])[C@@H:14]([CH3:15])[CH2:13][N:12]([C:16]2[CH:21]=[CH:20][N:19]=[CH:18][C:17]=2[NH:22][C:23]([C:25]2[N:30]=[C:29]3[N:31]([CH:34]4[CH2:37][CH2:36][CH2:35]4)[CH:32]=[CH:33][C:28]3=[CH:27][CH:26]=2)=[O:24])[CH2:11]1.